From a dataset of Reaction yield outcomes from USPTO patents with 853,638 reactions. Predict the reaction yield, written as a fraction of the theoretical maximum amount of product (1.0 means a 100% yield; for example, 0.34 means a 34% yield). (1) The reactants are Cl[CH2:2][C:3]([N:5]1[CH2:10][CH2:9][N:8]([CH2:11][C:12]([F:15])([F:14])[F:13])[CH2:7][CH2:6]1)=[O:4].C(=O)([O-])[O-].[K+].[K+].[C:22]([NH:26][C:27]([C:29]1[C:37]2[C:32](=[N:33][CH:34]=[C:35]([C:38]3[C:46]4[C:41](=[CH:42][CH:43]=[C:44]([O:47][CH:48]([F:50])[F:49])[CH:45]=4)[NH:40][N:39]=3)[N:36]=2)[N:31]([CH2:51][O:52][CH2:53][CH2:54][Si:55]([CH3:58])([CH3:57])[CH3:56])[CH:30]=1)=[O:28])([CH3:25])([CH3:24])[CH3:23]. The catalyst is CN(C=O)C. The yield is 0.990. The product is [C:22]([NH:26][C:27]([C:29]1[C:37]2[C:32](=[N:33][CH:34]=[C:35]([C:38]3[C:46]4[C:41](=[CH:42][CH:43]=[C:44]([O:47][CH:48]([F:49])[F:50])[CH:45]=4)[N:40]([CH2:2][C:3](=[O:4])[N:5]4[CH2:10][CH2:9][N:8]([CH2:11][C:12]([F:15])([F:14])[F:13])[CH2:7][CH2:6]4)[N:39]=3)[N:36]=2)[N:31]([CH2:51][O:52][CH2:53][CH2:54][Si:55]([CH3:58])([CH3:57])[CH3:56])[CH:30]=1)=[O:28])([CH3:25])([CH3:24])[CH3:23]. (2) The reactants are [CH3:1][O:2][C:3]1[CH:4]=[C:5]([C:11]2[O:15][N:14]=[CH:13][C:12]=2[CH2:16][CH2:17][C:18]([OH:20])=[O:19])[CH:6]=[CH:7][C:8]=1[O:9][CH3:10].S(=O)(=O)(O)O.[CH3:26]O. No catalyst specified. The product is [CH3:1][O:2][C:3]1[CH:4]=[C:5]([C:11]2[O:15][N:14]=[CH:13][C:12]=2[CH2:16][CH2:17][C:18]([O:20][CH3:26])=[O:19])[CH:6]=[CH:7][C:8]=1[O:9][CH3:10]. The yield is 0.970. (3) The reactants are [CH:1]([N:4]1[C:8]([C:9]2[N:18]=[C:17]3[N:11]([CH2:12][CH2:13][O:14][C:15]4[CH:22]=[C:21](O)[N:20]=[CH:19][C:16]=43)[CH:10]=2)=[N:7][CH:6]=[N:5]1)([CH3:3])[CH3:2].[CH2:24]1[C@@H:28]([C:29]([NH2:31])=[O:30])[NH:27][CH2:26][C@H:25]1[F:32].Cl.CCN(C(C)C)C(C)C. No catalyst specified. The product is [F:32][C@@H:25]1[CH2:26][N:27]([C:21]2[N:20]=[CH:19][C:16]3[C:17]4[N:11]([CH:10]=[C:9]([C:8]5[N:4]([CH:1]([CH3:2])[CH3:3])[N:5]=[CH:6][N:7]=5)[N:18]=4)[CH2:12][CH2:13][O:14][C:15]=3[CH:22]=2)[C@H:28]([C:29]([NH2:31])=[O:30])[CH2:24]1. The yield is 0.220. (4) The reactants are [Cl:1][C:2]1[CH:11]=[CH:10][C:5]2[S:6][CH:7]=[C:8]([CH3:9])[C:4]=2[CH:3]=1.C([Li])CCC.CN([CH:20]=[O:21])C.[NH4+].[Cl-]. The catalyst is C1COCC1. The product is [Cl:1][C:2]1[CH:11]=[CH:10][C:5]2[S:6][C:7]([CH:20]=[O:21])=[C:8]([CH3:9])[C:4]=2[CH:3]=1. The yield is 0.890. (5) The reactants are [O:1]1[CH2:5][CH2:4][CH:3]([O:6][CH2:7][CH2:8][O:9]C2CCCCO2)[CH2:2]1.Cl.C(O)(C)C. The catalyst is CO. The product is [O:1]1[CH2:5][CH2:4][CH:3]([O:6][CH2:7][CH2:8][OH:9])[CH2:2]1. The yield is 0.790. (6) The product is [C:1]([C:5]1[CH:31]=[CH:30][C:8]([NH:9][C:10]2[CH:29]=[CH:28][C:13]([O:14][C:15]3[C:24]4[C:19](=[CH:20][C:21]([O:27][CH2:32][C@@H:49]([OH:48])[CH2:50][N:38]5[CH2:43][CH2:42][O:41][CH2:40][CH2:39]5)=[C:22]([O:25][CH3:26])[CH:23]=4)[N:18]=[CH:17][CH:16]=3)=[CH:12][CH:11]=2)=[CH:7][CH:6]=1)([CH3:4])([CH3:2])[CH3:3]. The reactants are [C:1]([C:5]1[CH:31]=[CH:30][C:8]([NH:9][C:10]2[CH:29]=[CH:28][C:13]([O:14][C:15]3[C:24]4[C:19](=[CH:20][C:21]([OH:27])=[C:22]([O:25][CH3:26])[CH:23]=4)[N:18]=[CH:17][CH:16]=3)=[CH:12][CH:11]=2)=[CH:7][CH:6]=1)([CH3:4])([CH3:3])[CH3:2].[C:32](=O)([O-])[O-].[K+].[K+].[NH:38]1[CH2:43][CH2:42][O:41][CH2:40][CH2:39]1.O.C([O:48][CH2:49][CH3:50])(=O)C. The catalyst is CN(C)C=O. The yield is 0.640. (7) The reactants are [Mg].II.Br[C:5]1[CH:10]=[CH:9][CH:8]=[CH:7][C:6]=1[CH3:11].[Cl:12][C:13]([F:18])([F:17])[C:14](O)=[O:15].[Cl-].[NH4+]. The catalyst is C(OCC)C. The product is [Cl:12][C:13]([F:18])([F:17])[C:14]([C:5]1[CH:10]=[CH:9][CH:8]=[CH:7][C:6]=1[CH3:11])=[O:15]. The yield is 0.310.